Dataset: Forward reaction prediction with 1.9M reactions from USPTO patents (1976-2016). Task: Predict the product of the given reaction. Given the reactants [OH:1][C:2]1[CH:7]=[CH:6][C:5]([NH:8][C:9](=[O:11])[CH3:10])=[CH:4][CH:3]=1.[Br:12][CH2:13][CH2:14][CH:15](Br)C.C(=O)([O-])[O-].[K+].[K+], predict the reaction product. The product is: [Br:12][CH2:13][CH2:14][CH2:15][O:1][C:2]1[CH:3]=[CH:4][C:5]([NH:8][C:9](=[O:11])[CH3:10])=[CH:6][CH:7]=1.